From a dataset of hERG channel blocking data for cardiac toxicity assessment. Regression/Classification. Given a drug SMILES string, predict its toxicity properties. Task type varies by dataset: regression for continuous values (e.g., LD50, hERG inhibition percentage) or binary classification for toxic/non-toxic outcomes (e.g., AMES mutagenicity, cardiotoxicity, hepatotoxicity). Dataset: herg. (1) The compound is Cn1nc(C(=O)NC2C[C@@H]3CCC[C@H](C2)[NH+]3C)c2ccccc21. The result is 1 (blocker). (2) The molecule is C[NH+]1[C@H]2CC[C@@H]1CC(OC(=O)[C@@H](CO)c1ccccc1)C2. The result is 1 (blocker).